This data is from Forward reaction prediction with 1.9M reactions from USPTO patents (1976-2016). The task is: Predict the product of the given reaction. Given the reactants [Cl:1][C:2]1[C:7]([C:8](Cl)=[O:9])=[CH:6][C:5]([Cl:11])=[CH:4][N:3]=1.[CH3:12][OH:13], predict the reaction product. The product is: [Cl:1][C:2]1[C:7]([C:8]([O:13][CH3:12])=[O:9])=[CH:6][C:5]([Cl:11])=[CH:4][N:3]=1.